Dataset: Forward reaction prediction with 1.9M reactions from USPTO patents (1976-2016). Task: Predict the product of the given reaction. (1) Given the reactants C[O:2][C:3]1[CH:8]=[CH:7][CH:6]=[C:5]([C:9]([CH2:12][CH3:13])([CH3:11])[CH3:10])[CH:4]=1.B(Br)(Br)Br, predict the reaction product. The product is: [C:9]([C:5]1[CH:4]=[C:3]([OH:2])[CH:8]=[CH:7][CH:6]=1)([CH2:12][CH3:13])([CH3:10])[CH3:11]. (2) Given the reactants N[C@H](C(O)=O)CCC(=[O:7])N.SCCO.CC1(C)S[C@@H]2[C@H](NC(CC3C=CC=CC=3)=O)C(=O)N2[C@H]1C([O-])=O.[K+].C[C@@H]1O[C@@H](O[C@H]2[C@H](O)[C@@H](O)[C@H](NC(N)=N)[C@@H](O)[C@@H]2NC(N)=N)[C@H]([O:63][C@@H:64]2[O:69][C@@H:68]([CH2:70][OH:71])[C@H:67]([OH:72])[C@@H:66]([OH:73])[C@@H:65]2NC)[C@@]1(O)C=O, predict the reaction product. The product is: [O:71]=[CH:70][C@@H:68]([C@H:67]([C@@H:66]([C@@H:65]([CH2:64][OH:63])[OH:7])[OH:73])[OH:72])[OH:69]. (3) Given the reactants [C:1]([O:7][CH2:8][C@H:9]([C:15]1[C:16](Br)=[C:17]2[C:22](=[CH:23][C:24]=1[CH3:25])[N:21]=[C:20]([CH3:26])[CH:19]=[CH:18]2)[O:10][C:11]([CH3:14])([CH3:13])[CH3:12])(=[O:6])[C:2]([CH3:5])([CH3:4])[CH3:3].Cl.[O:29]1[C:40]2[C:41]3[C:36]([C:37](B(O)O)=[CH:38][CH:39]=2)=[N:35][CH:34]=[CH:33][C:32]=3[CH2:31][CH2:30]1.C([O-])([O-])=O.[K+].[K+], predict the reaction product. The product is: [C:1]([O:7][CH2:8][C@@H:9]([O:10][C:11]([CH3:14])([CH3:13])[CH3:12])[C:15]1[C:16]([C:37]2[C:36]3[C:41]4=[C:32]([CH2:31][CH2:30][O:29][C:40]4=[CH:39][CH:38]=2)[CH:33]=[CH:34][N:35]=3)=[C:17]2[C:22](=[CH:23][C:24]=1[CH3:25])[N:21]=[C:20]([CH3:26])[CH:19]=[CH:18]2)(=[O:6])[C:2]([CH3:5])([CH3:4])[CH3:3]. (4) Given the reactants [H-].[Na+].[OH:3][C:4]1([C:7]([O:9][C:10]([CH3:13])([CH3:12])[CH3:11])=[O:8])[CH2:6][CH2:5]1.Cl[C:15]1[C:20]([N+:21]([O-:23])=[O:22])=[CH:19][C:18]([Cl:24])=[CH:17][N:16]=1.C(O)(=O)CC(CC(O)=O)(C(O)=O)O, predict the reaction product. The product is: [Cl:24][C:18]1[CH:19]=[C:20]([N+:21]([O-:23])=[O:22])[C:15]([O:3][C:4]2([C:7]([O:9][C:10]([CH3:13])([CH3:12])[CH3:11])=[O:8])[CH2:6][CH2:5]2)=[N:16][CH:17]=1.